From a dataset of CYP2C9 inhibition data for predicting drug metabolism from PubChem BioAssay. Regression/Classification. Given a drug SMILES string, predict its absorption, distribution, metabolism, or excretion properties. Task type varies by dataset: regression for continuous measurements (e.g., permeability, clearance, half-life) or binary classification for categorical outcomes (e.g., BBB penetration, CYP inhibition). Dataset: cyp2c9_veith. (1) The compound is COc1ccc2nccc(SCC(=O)O)c2c1. The result is 0 (non-inhibitor). (2) The molecule is CC[C@@H]1CN2CCc3cc(OC)c(OC)cc3[C@H]2C[C@@H]1C[C@@H]1NCCc2cc(O)c(OC)cc21.Cl.Cl.O.O.O.O.O.O.O. The result is 0 (non-inhibitor). (3) The compound is CCN1CCN(CCCNC(=O)C(NC(=O)C2CCC(C)CC2)C(C)C)CC1. The result is 0 (non-inhibitor). (4) The drug is COC(=O)c1cc2c(s1)N=C(c1ccccc1)N(C)P2(=O)N1CCOCC1. The result is 0 (non-inhibitor). (5) The molecule is Cc1ccc(SCC(=O)NNC(=O)C2CCCCC2)cc1. The result is 0 (non-inhibitor). (6) The molecule is CCN(CC)S(=O)(=O)CCP(=O)(O)CN1CCCCC1. The result is 0 (non-inhibitor). (7) The result is 0 (non-inhibitor). The compound is CCOC(=O)c1c(O)[nH]c(=O)c(CC)c1C.